Task: Predict the reactants needed to synthesize the given product.. Dataset: Full USPTO retrosynthesis dataset with 1.9M reactions from patents (1976-2016) (1) Given the product [Br:9][C:5]1[CH:4]=[C:3]([CH3:10])[C:2]([F:11])=[CH:7][C:6]=1[CH3:8], predict the reactants needed to synthesize it. The reactants are: N[C:2]1[CH:7]=[C:6]([CH3:8])[C:5]([Br:9])=[CH:4][C:3]=1[CH3:10].[F:11][B-](F)(F)F.[H+].N([O-])=O.[Na+]. (2) The reactants are: C(OC([NH:8][CH2:9][CH2:10][NH:11][C@:12]12[CH2:47][CH2:46][C@@H:45]([C:48]([CH3:50])=[CH2:49])[C@@H:13]1[C@@H:14]1[C@@:27]([CH3:30])([CH2:28][CH2:29]2)[C@@:26]2([CH3:31])[C@@H:17]([C@:18]3([CH3:44])[C@@H:23]([CH2:24][CH2:25]2)[C:22]([CH3:33])([CH3:32])[C:21]([C:34]2[CH:43]=[CH:42][C:37]([C:38]([O:40]C)=[O:39])=[CH:36][CH:35]=2)=[CH:20][CH2:19]3)[CH2:16][CH2:15]1)=O)(C)(C)C.Cl. Given the product [NH2:8][CH2:9][CH2:10][NH:11][C@:12]12[CH2:47][CH2:46][C@@H:45]([C:48]([CH3:50])=[CH2:49])[C@@H:13]1[C@@H:14]1[C@@:27]([CH3:30])([CH2:28][CH2:29]2)[C@@:26]2([CH3:31])[C@@H:17]([C@:18]3([CH3:44])[C@@H:23]([CH2:24][CH2:25]2)[C:22]([CH3:33])([CH3:32])[C:21]([C:34]2[CH:35]=[CH:36][C:37]([C:38]([OH:40])=[O:39])=[CH:42][CH:43]=2)=[CH:20][CH2:19]3)[CH2:16][CH2:15]1, predict the reactants needed to synthesize it. (3) Given the product [NH2:1][C:2]1[C:7]2=[C:8]([C:26]3[CH:27]=[CH:28][C:29]4[C:24]([CH:25]=3)=[N:23][N:22]([CH2:15][C:16]3[CH:21]=[CH:20][CH:19]=[CH:18][CH:17]=3)[CH:30]=4)[CH:9]=[C:10]([CH2:11][CH2:12][OH:13])[N:6]2[N:5]=[CH:4][N:3]=1, predict the reactants needed to synthesize it. The reactants are: [NH2:1][C:2]1[C:7]2=[C:8](Br)[CH:9]=[C:10]([CH2:11][CH2:12][OH:13])[N:6]2[N:5]=[CH:4][N:3]=1.[CH2:15]([N:22]1[CH:30]=[C:29]2[C:24]([CH:25]=[C:26](B3OC(C)(C)C(C)(C)O3)[CH:27]=[CH:28]2)=[N:23]1)[C:16]1[CH:21]=[CH:20][CH:19]=[CH:18][CH:17]=1.ClCCl.C(=O)([O-])[O-].[Na+].[Na+]. (4) The reactants are: [NH2:1][C:2]1[C:7]([C:8]([F:11])([F:10])[F:9])=[CH:6][C:5]([CH2:12][C@@H:13]([O:34][C:35]([N:37]2[CH2:42][CH2:41][CH:40]([N:43]3[CH2:49][CH2:48][C:47]4[CH:50]=[CH:51][CH:52]=[CH:53][C:46]=4[NH:45][C:44]3=[O:54])[CH2:39][CH2:38]2)=[O:36])[C:14]([N:16]2[CH2:21][CH2:20][N:19]([CH:22]3[CH2:27][CH2:26][N:25]([CH2:28][C:29]([O:31][CH2:32][CH3:33])=[O:30])[CH2:24][CH2:23]3)[CH2:18][CH2:17]2)=[O:15])=[CH:4][C:3]=1[Cl:55].[BrH:56]. Given the product [BrH:56].[NH2:1][C:2]1[C:7]([C:8]([F:9])([F:11])[F:10])=[CH:6][C:5]([CH2:12][C@@H:13]([O:34][C:35]([N:37]2[CH2:38][CH2:39][CH:40]([N:43]3[CH2:49][CH2:48][C:47]4[CH:50]=[CH:51][CH:52]=[CH:53][C:46]=4[NH:45][C:44]3=[O:54])[CH2:41][CH2:42]2)=[O:36])[C:14]([N:16]2[CH2:17][CH2:18][N:19]([CH:22]3[CH2:23][CH2:24][N:25]([CH2:28][C:29]([O:31][CH2:32][CH3:33])=[O:30])[CH2:26][CH2:27]3)[CH2:20][CH2:21]2)=[O:15])=[CH:4][C:3]=1[Cl:55], predict the reactants needed to synthesize it. (5) The reactants are: [Cl:1][C:2]1[C:3](Cl)=[N:4][CH:5]=[C:6]([CH:9]=1)[C:7]#[N:8].[CH2:11]([CH2:13][NH2:14])[OH:12]. Given the product [Cl:1][C:2]1[C:3]([NH:14][CH2:13][CH2:11][OH:12])=[N:4][CH:5]=[C:6]([CH:9]=1)[C:7]#[N:8], predict the reactants needed to synthesize it.